From a dataset of Ames mutagenicity test results for genotoxicity prediction. Regression/Classification. Given a drug SMILES string, predict its toxicity properties. Task type varies by dataset: regression for continuous values (e.g., LD50, hERG inhibition percentage) or binary classification for toxic/non-toxic outcomes (e.g., AMES mutagenicity, cardiotoxicity, hepatotoxicity). Dataset: ames. (1) The drug is O=[N+]([O-])c1cccc(Cl)c1Cl. The result is 0 (non-mutagenic). (2) The molecule is Cc1cccc(C)c1NC(=O)CN1CCCC1=O. The result is 0 (non-mutagenic). (3) The compound is C[N+](C)(C)CCO. The result is 0 (non-mutagenic). (4) The molecule is O=[N+]([O-])c1ccc(C=C=[N+]([O-])O)o1. The result is 1 (mutagenic). (5) The compound is O=C1CSC(=S)N1. The result is 0 (non-mutagenic). (6) The compound is O=[N+]([O-])c1ccc2c3c(cccc13)CC2. The result is 1 (mutagenic).